Dataset: Catalyst prediction with 721,799 reactions and 888 catalyst types from USPTO. Task: Predict which catalyst facilitates the given reaction. (1) Reactant: Cl.Cl.[CH:3]1([C:6]2[C:7]([N:15]3[CH2:20][CH2:19][NH:18][CH2:17][CH2:16]3)=[C:8]3[CH:14]=[N:13][NH:12][C:9]3=[N:10][CH:11]=2)[CH2:5][CH2:4]1.[C:21](O[C:21]([O:23][C:24]([CH3:27])([CH3:26])[CH3:25])=[O:22])([O:23][C:24]([CH3:27])([CH3:26])[CH3:25])=[O:22].C(N(C(C)C)C(C)C)C.[OH-].[Li+]. Product: [CH:3]1([C:6]2[C:7]([N:15]3[CH2:20][CH2:19][N:18]([C:21]([O:23][C:24]([CH3:27])([CH3:26])[CH3:25])=[O:22])[CH2:17][CH2:16]3)=[C:8]3[CH:14]=[N:13][NH:12][C:9]3=[N:10][CH:11]=2)[CH2:5][CH2:4]1. The catalyst class is: 34. (2) Reactant: [C:1]([O:5][CH2:6][C@H:7]([C:16](O)=O)[NH:8][C:9]([O:11][C:12]([CH3:15])([CH3:14])[CH3:13])=[O:10])([CH3:4])([CH3:3])[CH3:2].[C:19]1(=[O:29])[NH:23][C:22](=[O:24])[C:21]2=[CH:25][CH:26]=[CH:27][CH:28]=[C:20]12.C1(P(C2C=CC=CC=2)C2C=CC=CC=2)C=CC=CC=1.N(C(OC(C)C)=O)=NC(OC(C)C)=[O:52]. The catalyst class is: 7. Product: [C:1]([O:5][C:6](=[O:52])[C@H:7]([NH:8][C:9]([O:11][C:12]([CH3:13])([CH3:14])[CH3:15])=[O:10])[CH2:16][N:23]1[C:19](=[O:29])[C:20]2=[CH:28][CH:27]=[CH:26][CH:25]=[C:21]2[C:22]1=[O:24])([CH3:2])([CH3:3])[CH3:4]. (3) Reactant: Cl[C:2]1[CH:7]=[C:6]([CH3:8])[N:5]=[C:4]([S:9][CH3:10])[N:3]=1.[F:11][C:12]([F:16])([F:15])[CH2:13][NH2:14].O.Cl. Product: [CH3:8][C:6]1[CH:7]=[C:2]([NH:14][CH2:13][C:12]([F:16])([F:15])[F:11])[N:3]=[C:4]([S:9][CH3:10])[N:5]=1. The catalyst class is: 13. (4) Reactant: N#N.O.[CH3:4][NH:5][C:6]1[C:11]([N+:12]([O-])=O)=[CH:10][CH:9]=[CH:8][N:7]=1.NN. Product: [CH3:4][NH:5][C:6]1[C:11]([NH2:12])=[CH:10][CH:9]=[CH:8][N:7]=1. The catalyst class is: 29. (5) Reactant: C[O:2][C:3](=[O:20])[C:4]1[CH:9]=[C:8]([S:10]([CH3:13])(=[O:12])=[O:11])[CH:7]=[CH:6][C:5]=1[O:14][CH2:15][CH:16]1[CH2:19][CH2:18][CH2:17]1.[OH-].[Na+].Cl. Product: [CH:16]1([CH2:15][O:14][C:5]2[CH:6]=[CH:7][C:8]([S:10]([CH3:13])(=[O:12])=[O:11])=[CH:9][C:4]=2[C:3]([OH:20])=[O:2])[CH2:19][CH2:18][CH2:17]1. The catalyst class is: 7. (6) Reactant: [CH3:1][C:2]([CH3:18])=[CH:3][CH2:4][C:5]1[C:15](=[O:16])[C:14]2[CH:13]=[CH:12][CH:11]=[CH:10][C:9]=2[C:7](=[O:8])[C:6]=1[OH:17]. Product: [CH3:1][C:2]1([CH3:18])[O:16][C:15]2[C:14]3[CH:13]=[CH:12][CH:11]=[CH:10][C:9]=3[C:7]([C:6](=[O:17])[C:5]=2[CH2:4][CH2:3]1)=[O:8]. The catalyst class is: 65.